This data is from Orexin1 receptor HTS with 218,158 compounds and 233 confirmed actives. The task is: Binary Classification. Given a drug SMILES string, predict its activity (active/inactive) in a high-throughput screening assay against a specified biological target. (1) The compound is S(=O)(=O)(N1CCC(CC1)C(=O)N1CCc2c(C1)cccc2)c1cc2oc(=O)n(c2cc1)C. The result is 0 (inactive). (2) The molecule is Clc1c(N2CCOCC2)ccc(NC(=O)c2c(Cl)cc(F)c(F)c2)c1. The result is 0 (inactive). (3) The compound is s1c(NC(OCCN2CCN(CCC2=O)Cc2ccccc2)=O)ccc1. The result is 0 (inactive). (4) The molecule is S(c1n(c(nn1)c1ccc(OC)cc1)C)Cc1ncccc1. The result is 0 (inactive). (5) The molecule is S(=O)(=O)(Nc1c(N2CCN(CC2)C)cccc1)c1cc2CCN(c2cc1)C(=O)C. The result is 0 (inactive).